From a dataset of Full USPTO retrosynthesis dataset with 1.9M reactions from patents (1976-2016). Predict the reactants needed to synthesize the given product. Given the product [Cl:1][C:2]1[CH:3]=[C:4]([C:5]2[NH:7][O:8][C:36](=[O:37])[N:6]=2)[CH:9]=[CH:10][C:11]=1[C:12]1[N:16]=[C:15]([C:17]2[N:18]=[C:19]3[C:24]([Cl:25])=[CH:23][C:22]([C:26]([F:27])([F:28])[F:29])=[CH:21][N:20]3[CH:30]=2)[O:14][N:13]=1, predict the reactants needed to synthesize it. The reactants are: [Cl:1][C:2]1[CH:3]=[C:4]([CH:9]=[CH:10][C:11]=1[C:12]1[N:16]=[C:15]([C:17]2[N:18]=[C:19]3[C:24]([Cl:25])=[CH:23][C:22]([C:26]([F:29])([F:28])[F:27])=[CH:21][N:20]3[CH:30]=2)[O:14][N:13]=1)[C:5](=[N:7][OH:8])[NH2:6].C1N=CN([C:36](N2C=NC=C2)=[O:37])C=1.